Dataset: Reaction yield outcomes from USPTO patents with 853,638 reactions. Task: Predict the reaction yield, written as a fraction of the theoretical maximum amount of product (1.0 means a 100% yield; for example, 0.34 means a 34% yield). The reactants are [Cl:1][C:2]1[N:7]2[C:8]([CH2:15][CH:16]3[CH2:21][CH2:20][C:19]([F:23])([F:22])[CH2:18][CH2:17]3)=[C:9]([C:11]([F:14])([F:13])[F:12])[N:10]=[C:6]2[CH:5]=[C:4]([C:24]([NH:26][CH2:27][C:28]2([CH2:31][OH:32])[CH2:30][CH2:29]2)=[O:25])[CH:3]=1.CC(OI1(OC(C)=O)(OC(C)=O)OC(=O)C2C=CC=CC1=2)=O.C(=O)([O-])O.[Na+].S([O-])([O-])(=O)=S.[Na+].[Na+]. The catalyst is ClCCl. The product is [Cl:1][C:2]1[N:7]2[C:8]([CH2:15][CH:16]3[CH2:21][CH2:20][C:19]([F:22])([F:23])[CH2:18][CH2:17]3)=[C:9]([C:11]([F:12])([F:13])[F:14])[N:10]=[C:6]2[CH:5]=[C:4]([C:24]([NH:26][CH2:27][C:28]2([CH:31]=[O:32])[CH2:29][CH2:30]2)=[O:25])[CH:3]=1. The yield is 0.980.